Dataset: Catalyst prediction with 721,799 reactions and 888 catalyst types from USPTO. Task: Predict which catalyst facilitates the given reaction. (1) Product: [F:15][C:12]1[CH:13]=[CH:14][C:9]([NH:8][C:16](=[O:21])[C:17]([CH3:20])([CH3:19])[CH3:18])=[N:10][CH:11]=1. Reactant: C(N(CC)CC)C.[NH2:8][C:9]1[CH:14]=[CH:13][C:12]([F:15])=[CH:11][N:10]=1.[C:16](Cl)(=[O:21])[C:17]([CH3:20])([CH3:19])[CH3:18].C. The catalyst class is: 4. (2) Reactant: C1([O:7][C:8](=O)[N:9]([C:19]2[CH:24]=[C:23]([O:25][C:26]3[CH:31]=[CH:30][C:29]([NH:32][C:33]([C:35]4([C:38](=[O:46])[NH:39][C:40]5[CH:45]=[CH:44][CH:43]=[CH:42][CH:41]=5)[CH2:37][CH2:36]4)=[O:34])=[C:28]([F:47])[CH:27]=3)[CH:22]=[CH:21][N:20]=2)C(OC2C=CC=CC=2)=O)C=CC=CC=1.[CH3:49][N:50]1[CH2:55][CH2:54][N:53]([CH:56]2[CH2:61][CH2:60][NH:59][CH2:58][CH2:57]2)[CH2:52][CH2:51]1. The catalyst class is: 9. Product: [F:47][C:28]1[CH:27]=[C:26]([O:25][C:23]2[CH:22]=[CH:21][N:20]=[C:19]([NH:9][C:8]([N:59]3[CH2:58][CH2:57][CH:56]([N:53]4[CH2:52][CH2:51][N:50]([CH3:49])[CH2:55][CH2:54]4)[CH2:61][CH2:60]3)=[O:7])[CH:24]=2)[CH:31]=[CH:30][C:29]=1[NH:32][C:33]([C:35]1([C:38]([NH:39][C:40]2[CH:41]=[CH:42][CH:43]=[CH:44][CH:45]=2)=[O:46])[CH2:37][CH2:36]1)=[O:34]. (3) Reactant: [F:1][CH:2]([F:22])[C:3]([NH:5][CH2:6][CH2:7][C:8]1[C:16]2[C:11](=[CH:12][CH:13]=[C:14]([OH:17])[CH:15]=2)[NH:10][C:9]=1[C:18]([NH:20][CH3:21])=[O:19])=[O:4].CN(C)C=O.C(=O)([O-])[O-].[K+].[K+].[CH2:34](I)[CH3:35]. Product: [F:22][CH:2]([F:1])[C:3]([NH:5][CH2:6][CH2:7][C:8]1[C:16]2[C:11](=[CH:12][CH:13]=[C:14]([O:17][CH2:34][CH3:35])[CH:15]=2)[NH:10][C:9]=1[C:18]([NH:20][CH3:21])=[O:19])=[O:4]. The catalyst class is: 6.